This data is from Catalyst prediction with 721,799 reactions and 888 catalyst types from USPTO. The task is: Predict which catalyst facilitates the given reaction. (1) Reactant: [O:1]=[C:2]1[CH2:7][C:6]2([C:16]([O:18][CH3:19])=[O:17])[N:8]([C:9]([O:11][C:12]([CH3:15])(C)C)=[O:10])[CH:3]1[CH2:4][CH2:5]2.C(O)(C(F)(F)F)=O.C(Cl)(OC[C:31]1[CH:36]=[CH:35]C=[CH:33][CH:32]=1)=O. Product: [O:1]=[C:2]1[CH2:7][C:6]2([C:16]([O:18][CH3:19])=[O:17])[N:8]([C:9]([O:11][CH2:12][C:15]3[CH:35]=[CH:36][CH:31]=[CH:32][CH:33]=3)=[O:10])[CH:3]1[CH2:4][CH2:5]2. The catalyst class is: 2. (2) Reactant: [F:1][C:2]1[CH:24]=[C:23]([N+:25]([O-])=O)[CH:22]=[CH:21][C:3]=1[O:4][C:5]1[CH:6]=[CH:7][C:8]2[N:9]([C:11]([CH3:20])=[C:12]([NH:14][C:15]([CH:17]3[CH2:19][CH2:18]3)=[O:16])[N:13]=2)[CH:10]=1.[Cl-].[NH4+].O. Product: [NH2:25][C:23]1[CH:22]=[CH:21][C:3]([O:4][C:5]2[CH:6]=[CH:7][C:8]3[N:9]([C:11]([CH3:20])=[C:12]([NH:14][C:15]([CH:17]4[CH2:19][CH2:18]4)=[O:16])[N:13]=3)[CH:10]=2)=[C:2]([F:1])[CH:24]=1. The catalyst class is: 162. (3) The catalyst class is: 1. Reactant: C(NC(C)C)(C)C.[Li]CCCC.[Li+].CC([N-]C(C)C)C.[Br:21][C:22]1[CH:23]=[C:24]2[C:29](=[CH:30][CH:31]=1)[N:28]=[C:27]([O:32][CH3:33])[CH:26]=[C:25]2[Cl:34].CN([CH:38]=[O:39])C. Product: [Br:21][C:22]1[CH:23]=[C:24]2[C:29](=[CH:30][CH:31]=1)[N:28]=[C:27]([O:32][CH3:33])[C:26]([CH:38]=[O:39])=[C:25]2[Cl:34]. (4) Product: [CH3:14][O:15][C:16](=[O:28])[CH2:17][N:18]([C:51](=[O:52])[C@@H:37]([NH:36][C:34]([O:33][C:29]([CH3:31])([CH3:30])[CH3:32])=[O:35])[CH:38]([C:45]1[CH:46]=[CH:47][CH:48]=[CH:49][CH:50]=1)[C:39]1[CH:44]=[CH:43][CH:42]=[CH:41][CH:40]=1)[CH2:19][C:20]1[CH:25]=[CH:24][CH:23]=[CH:22][C:21]=1[O:26][CH3:27]. Reactant: Cl.CN(C)CCCN=C=NCC.Cl.[CH3:14][O:15][C:16](=[O:28])[CH2:17][NH:18][CH2:19][C:20]1[CH:25]=[CH:24][CH:23]=[CH:22][C:21]=1[O:26][CH3:27].[C:29]([O:33][C:34]([NH:36][C@H:37]([C:51](O)=[O:52])[CH:38]([C:45]1[CH:50]=[CH:49][CH:48]=[CH:47][CH:46]=1)[C:39]1[CH:44]=[CH:43][CH:42]=[CH:41][CH:40]=1)=[O:35])([CH3:32])([CH3:31])[CH3:30].ON1C2C=CC=CC=2N=N1.C(N(CC)C(C)C)(C)C. The catalyst class is: 4. (5) Reactant: [CH2:1]([N:8]1[C:13](=[O:14])[CH:12]=[C:11]([NH:15][CH3:16])[N:10]=[CH:9]1)[C:2]1[CH:7]=[CH:6][CH:5]=[CH:4][CH:3]=1.[CH3:17][CH:18]([C:24]([O:26]CC)=O)[C:19]([O:21]CC)=O.C1(OC2C=CC=CC=2)C=CC=CC=1. Product: [CH2:1]([N:8]1[C:13](=[O:14])[C:12]2[C:24]([OH:26])=[C:18]([CH3:17])[C:19](=[O:21])[N:15]([CH3:16])[C:11]=2[N:10]=[CH:9]1)[C:2]1[CH:3]=[CH:4][CH:5]=[CH:6][CH:7]=1. The catalyst class is: 27. (6) Reactant: C(Cl)(=O)C(Cl)=O.CS(C)=O.[O:11]1[CH2:16][CH:15]=[C:14]([C:17]([CH3:21])([CH3:20])[CH2:18][OH:19])[CH2:13][CH2:12]1.C(N(CC)CC)C. Product: [O:11]1[CH2:12][CH:13]=[C:14]([C:17]([CH3:21])([CH3:20])[CH:18]=[O:19])[CH2:15][CH2:16]1. The catalyst class is: 46. (7) Reactant: [Cl:1][C:2]1[N:7]=[C:6](Cl)[CH:5]=[C:4]([CH3:9])[N:3]=1.[NH:10]1[CH2:15][CH2:14][S:13](=[O:17])(=[O:16])[CH2:12][CH2:11]1.C(N(CC)CC)C.O. Product: [Cl:1][C:2]1[N:7]=[C:6]([N:10]2[CH2:15][CH2:14][S:13](=[O:17])(=[O:16])[CH2:12][CH2:11]2)[CH:5]=[C:4]([CH3:9])[N:3]=1. The catalyst class is: 32. (8) Reactant: [NH2:1][C:2]1[N:7]=[C:6]([CH:8]([F:10])[F:9])[N:5]=[C:4]([O:11][CH3:12])[N:3]=1.[F:13][C:14]([F:28])([F:27])[C:15]1[CH:20]=[CH:19][CH:18]=[CH:17][C:16]=1[S:21]([N:24]=[C:25]=[O:26])(=[O:23])=[O:22]. Product: [F:9][CH:8]([F:10])[C:6]1[N:5]=[C:4]([O:11][CH3:12])[N:3]=[C:2]([NH:1][C:25]([NH:24][S:21]([C:16]2[CH:17]=[CH:18][CH:19]=[CH:20][C:15]=2[C:14]([F:28])([F:13])[F:27])(=[O:22])=[O:23])=[O:26])[N:7]=1. The catalyst class is: 10.